Dataset: Forward reaction prediction with 1.9M reactions from USPTO patents (1976-2016). Task: Predict the product of the given reaction. (1) Given the reactants [CH3:1][N:2]([S:17]([C:20]1[N:21]([CH3:25])[CH:22]=[CH:23][N:24]=1)(=[O:19])=[O:18])[C:3]1[CH:4]=[CH:5][CH:6]=[C:7]2[C:11]=1[NH:10][C:9]([C:12]([O:14]CC)=[O:13])=[CH:8]2.[OH-].[K+], predict the reaction product. The product is: [CH3:1][N:2]([S:17]([C:20]1[N:21]([CH3:25])[CH:22]=[CH:23][N:24]=1)(=[O:19])=[O:18])[C:3]1[CH:4]=[CH:5][CH:6]=[C:7]2[C:11]=1[NH:10][C:9]([C:12]([OH:14])=[O:13])=[CH:8]2. (2) The product is: [CH3:1][O:2][C:3](=[O:24])[CH2:4][C:5]1[CH:10]=[C:9]([S:32]([C:29]2[CH:30]=[CH:31][C:26]([F:25])=[CH:27][CH:28]=2)(=[O:34])=[O:33])[CH:8]=[C:7]([O:19][CH2:20][CH2:21][CH2:22][CH3:23])[CH:6]=1. Given the reactants [CH3:1][O:2][C:3](=[O:24])[CH2:4][C:5]1[CH:10]=[C:9](OS(C(F)(F)F)(=O)=O)[CH:8]=[C:7]([O:19][CH2:20][CH2:21][CH2:22][CH3:23])[CH:6]=1.[F:25][C:26]1[CH:31]=[CH:30][C:29]([S:32]([O-:34])=[O:33])=[CH:28][CH:27]=1.[Na+].C1(C)C=CC=CC=1.C(=O)([O-])[O-].[Cs+].[Cs+].CC1(C)C2C(=C(P(C3C=CC=CC=3)C3C=CC=CC=3)C=CC=2)OC2C(P(C3C=CC=CC=3)C3C=CC=CC=3)=CC=CC1=2, predict the reaction product. (3) Given the reactants CO[C:3]([C:5]1[C:6]([OH:36])=[C:7]2[C:12](=[C:13]([C:15]3[CH:16]=[N:17][CH:18]=[C:19]([F:21])[CH:20]=3)[N:14]=1)[N:11]([CH2:22][C:23]1[CH:28]=[CH:27][CH:26]=[CH:25][CH:24]=1)[C:10](=[O:29])[C:9]([C:30]1[CH:35]=[CH:34][CH:33]=[CH:32][CH:31]=1)=[CH:8]2)=[O:4].[NH2:37][CH2:38][CH2:39][C:40]([OH:42])=[O:41].C[O-].[Na+], predict the reaction product. The product is: [CH2:22]([N:11]1[C:12]2[C:7](=[C:6]([OH:36])[C:5]([C:3]([NH:37][CH2:38][CH2:39][C:40]([OH:42])=[O:41])=[O:4])=[N:14][C:13]=2[C:15]2[CH:16]=[N:17][CH:18]=[C:19]([F:21])[CH:20]=2)[CH:8]=[C:9]([C:30]2[CH:35]=[CH:34][CH:33]=[CH:32][CH:31]=2)[C:10]1=[O:29])[C:23]1[CH:24]=[CH:25][CH:26]=[CH:27][CH:28]=1. (4) Given the reactants [C:1]([O:5][C:6]([NH:8][C@:9]([CH3:41])([CH2:34][C:35]1[CH:40]=[CH:39][CH:38]=[CH:37][CH:36]=1)[C:10]([NH:12][NH:13][C:14]([C:16]1[CH:17]=[C:18]([CH:24]=[C:25]([C:27]2([C:32]#[N:33])[CH2:31][CH2:30][CH2:29][CH2:28]2)[CH:26]=1)[C:19]([O:21][CH2:22][CH3:23])=[O:20])=[O:15])=O)=[O:7])([CH3:4])([CH3:3])[CH3:2].[OH-].COC(NS([N+](CC)(CC)CC)(=O)=O)=O, predict the reaction product. The product is: [C:1]([O:5][C:6]([NH:8][C@:9]([C:10]1[O:15][C:14]([C:16]2[CH:17]=[C:18]([CH:24]=[C:25]([C:27]3([C:32]#[N:33])[CH2:28][CH2:29][CH2:30][CH2:31]3)[CH:26]=2)[C:19]([O:21][CH2:22][CH3:23])=[O:20])=[N:13][N:12]=1)([CH3:41])[CH2:34][C:35]1[CH:40]=[CH:39][CH:38]=[CH:37][CH:36]=1)=[O:7])([CH3:2])([CH3:3])[CH3:4]. (5) Given the reactants Br[C:2]1[CH:3]=[C:4]([NH:8][C@H:9]([C:12]2[CH:17]=[CH:16][CH:15]=[CH:14][CH:13]=2)[CH2:10]O)[CH:5]=[N:6][CH:7]=1.[F:18][C:19]1[C:27]2[C:22](=[CH:23][CH:24]=[C:25](B3OC(C)(C)C(C)(C)O3)[CH:26]=2)[NH:21][N:20]=1.C(=O)([O-])[O-:38].[K+].[K+], predict the reaction product. The product is: [F:18][C:19]1[C:27]2[C:22](=[CH:23][CH:24]=[C:25]([N:8]([C:4]3[CH:5]=[N:6][CH:7]=[CH:2][CH:3]=3)[C:9]3[CH:12]=[CH:17][CH:16]=[C:15]([CH2:14][CH2:13][OH:38])[CH:10]=3)[CH:26]=2)[NH:21][N:20]=1. (6) Given the reactants C1(C)C=CC=CC=1.C[Al](C)C.[CH2:12]([O:19][C:20]([N:22]1[CH2:27][CH2:26][CH:25]([NH:28][CH2:29][CH2:30][CH2:31][C:32]2[N:42]=[CH:41][CH:40]=[CH:39][C:33]=2[C:34](OCC)=[O:35])[CH2:24][CH2:23]1)=[O:21])[C:13]1[CH:18]=[CH:17][CH:16]=[CH:15][CH:14]=1.Cl, predict the reaction product. The product is: [O:35]=[C:34]1[C:33]2[CH:39]=[CH:40][CH:41]=[N:42][C:32]=2[CH2:31][CH2:30][CH2:29][N:28]1[CH:25]1[CH2:24][CH2:23][N:22]([C:20]([O:19][CH2:12][C:13]2[CH:14]=[CH:15][CH:16]=[CH:17][CH:18]=2)=[O:21])[CH2:27][CH2:26]1. (7) Given the reactants [NH:1]1[CH2:6][CH:5]=[CH:4][CH2:3][CH2:2]1.[F:7][C:8]1[CH:13]=[CH:12][C:11]([N:14]=[C:15]=[O:16])=[CH:10][CH:9]=1, predict the reaction product. The product is: [F:7][C:8]1[CH:13]=[CH:12][C:11]([NH:14][C:15]([N:1]2[CH2:2][CH:3]=[CH:4][CH2:5][CH2:6]2)=[O:16])=[CH:10][CH:9]=1.